From a dataset of Full USPTO retrosynthesis dataset with 1.9M reactions from patents (1976-2016). Predict the reactants needed to synthesize the given product. (1) Given the product [O:11]1[CH2:10][C@@:9]1([C:12]([F:15])([F:14])[F:13])[C:8]([OH:16])=[O:7], predict the reactants needed to synthesize it. The reactants are: C1([O:7][C:8](=[O:16])[C@@:9]2([C:12]([F:15])([F:14])[F:13])[O:11][CH2:10]2)C=CC=CC=1.O.[OH-].[Na+]. (2) Given the product [CH:2]([C:3]1[CH:8]=[CH:7][C:6]([C:9]2[N:13]=[C:12]([C:14]3[S:15][C:16]([C:25]([F:27])([F:26])[F:28])=[C:17]([C:19]4[CH:24]=[CH:23][CH:22]=[CH:21][CH:20]=4)[CH:18]=3)[O:11][N:10]=2)=[CH:5][CH:4]=1)=[O:1], predict the reactants needed to synthesize it. The reactants are: [OH:1][CH2:2][C:3]1[CH:8]=[CH:7][C:6]([C:9]2[N:13]=[C:12]([C:14]3[S:15][C:16]([C:25]([F:28])([F:27])[F:26])=[C:17]([C:19]4[CH:24]=[CH:23][CH:22]=[CH:21][CH:20]=4)[CH:18]=3)[O:11][N:10]=2)=[CH:5][CH:4]=1.C[N+]1([O-])CCOCC1. (3) Given the product [Br:1][C:2]1[C:3]([O:12][CH2:13][CH:14]2[CH2:18][CH2:17][CH2:16][O:15]2)=[CH:4][C:5]2[S:9][C:8]([NH:10][C:22]([NH:21][CH2:19][CH3:20])=[O:23])=[N:7][C:6]=2[CH:11]=1, predict the reactants needed to synthesize it. The reactants are: [Br:1][C:2]1[C:3]([O:12][CH2:13][CH:14]2[CH2:18][CH2:17][CH2:16][O:15]2)=[CH:4][C:5]2[S:9][C:8]([NH2:10])=[N:7][C:6]=2[CH:11]=1.[CH2:19]([N:21]=[C:22]=[O:23])[CH3:20]. (4) Given the product [CH:1]1([C@H:5]([NH:7][C:8]2[N:16]=[C:15]([C:17]3[NH:45][N:44]=[N:43][CH:18]=3)[N:14]=[C:13]3[C:9]=2[N:10]([CH2:28][C:29]2[CH:30]=[CH:31][C:32]([C:35]([F:38])([F:36])[F:37])=[CH:33][CH:34]=2)[C:11]([C:19]2[CH:24]=[C:23]([CH:25]([CH3:26])[CH3:27])[CH:22]=[CH:21][N:20]=2)=[N:12]3)[CH3:6])[CH2:4][CH2:3][CH2:2]1, predict the reactants needed to synthesize it. The reactants are: [CH:1]1([C@H:5]([NH:7][C:8]2[N:16]=[C:15]([C:17]#[CH:18])[N:14]=[C:13]3[C:9]=2[N:10]([CH2:28][C:29]2[CH:34]=[CH:33][C:32]([C:35]([F:38])([F:37])[F:36])=[CH:31][CH:30]=2)[C:11]([C:19]2[CH:24]=[C:23]([CH:25]([CH3:27])[CH3:26])[CH:22]=[CH:21][N:20]=2)=[N:12]3)[CH3:6])[CH2:4][CH2:3][CH2:2]1.[Si]([N:43]=[N+:44]=[N-:45])(C)(C)C. (5) Given the product [CH2:39]([O:38][C:36](=[O:37])[CH2:35][NH:34][C:32]([C:25]12[CH2:30][CH:29]3[CH2:28][CH:27]([CH2:31][CH:23]([CH:22]3[NH:21][C:2]3[C:7]([C:8]([OH:10])=[O:9])=[CH:6][N:5]=[C:4]4[NH:18][CH:19]=[CH:20][C:3]=34)[CH2:24]1)[CH2:26]2)=[O:33])[CH3:40], predict the reactants needed to synthesize it. The reactants are: Cl[C:2]1[C:7]([C:8]([O:10]CC2C=CC=CC=2)=[O:9])=[CH:6][N:5]=[C:4]2[NH:18][CH:19]=[CH:20][C:3]=12.[NH2:21][CH:22]1[CH:29]2[CH2:30][C:25]3([C:32]([NH:34][CH2:35][C:36]([O:38][CH2:39][CH3:40])=[O:37])=[O:33])[CH2:26][CH:27]([CH2:31][CH:23]1[CH2:24]3)[CH2:28]2.C(N(CC)CC)C.C(OCC)(=O)C. (6) Given the product [Cl:18][C:19]1[CH:20]=[CH:21][C:22]([C:25]2[N:26]=[C:27]([C:30]([CH3:37])([CH3:36])[C:31]([CH:33]3[CH2:35][CH2:34]3)=[O:32])[S:28][C:29]=2[C:2]2[CH:7]=[CH:6][C:5]([S:8]([NH2:11])(=[O:10])=[O:9])=[CH:4][C:3]=2[F:12])=[CH:23][CH:24]=1, predict the reactants needed to synthesize it. The reactants are: Br[C:2]1[CH:7]=[CH:6][C:5]([S:8]([NH2:11])(=[O:10])=[O:9])=[CH:4][C:3]=1[F:12].C([O-])(=O)C.[K+].[Cl:18][C:19]1[CH:24]=[CH:23][C:22]([C:25]2[N:26]=[C:27]([C:30]([CH3:37])([CH3:36])[C:31]([CH:33]3[CH2:35][CH2:34]3)=[O:32])[S:28][CH:29]=2)=[CH:21][CH:20]=1. (7) Given the product [OH:134][C:133]1[CH:36]=[CH:35][C:56]([CH:57]=[C:58]([C:59]#[N:62])[C:101]([OH:102])=[O:127])=[CH:61][CH:60]=1, predict the reactants needed to synthesize it. The reactants are: C1CCC(NCCCS(O)(=O)=O)CC1.CCN(C1C=CC([C:35]([C:56]2[CH:61]=[CH:60][C:59]([NH:62]C3C=CC(OCC)=CC=3)=[CH:58][CH:57]=2)=[C:36]2C=CC(=[N+](CC3C=CC=C(S([O-])(=O)=O)C=3)CC)C=C2)=CC=1)CC1C=CC=C(S([O-])(=O)=O)C=1.[Na+].C1C=CC(NC2C=CC(N=NC3C=C(S(O)(=O)=O)C=C4C=C(S(O)(=O)=O)C=[C:101]([OH:102])C=34)=C3C=CC=C(S(O)(=O)=O)C=23)=CC=1.CCCCCCCCCCCC[O:127]S([O-])(=O)=O.[Na+].[CH3:133][OH:134]. (8) The reactants are: [F:1][C:2]1[CH:3]=[CH:4][CH:5]=[C:6]2[C:16]=1[C:10]1([CH2:15][CH2:14][O:13][CH2:12][CH2:11]1)[C:9](=[O:17])[C:8]([C:18]([NH:20][CH2:21][C:22]([O:24]C(C)(C)C)=[O:23])=[O:19])=[C:7]2[OH:29].C(O)(C(F)(F)F)=O. Given the product [F:1][C:2]1[CH:3]=[CH:4][CH:5]=[C:6]2[C:16]=1[C:10]1([CH2:15][CH2:14][O:13][CH2:12][CH2:11]1)[C:9](=[O:17])[C:8]([C:18]([NH:20][CH2:21][C:22]([OH:24])=[O:23])=[O:19])=[C:7]2[OH:29], predict the reactants needed to synthesize it. (9) Given the product [CH:21]1([C:19]([N:16]2[CH2:17][CH2:18][C@@H:14]([CH2:13][N:12]3[C:11]4[CH:24]=[CH:25][C:26]([C:28]([F:31])([F:30])[F:29])=[CH:27][C:10]=4[N:9]=[C:8]3[C:5]3[CH:6]=[CH:7][C:2]([C:56]4[CH:57]=[C:58]5[C:62](=[CH:63][CH:64]=4)[NH:61][C:60]([CH3:65])=[CH:59]5)=[CH:3][CH:4]=3)[CH2:15]2)=[O:20])[CH2:23][CH2:22]1, predict the reactants needed to synthesize it. The reactants are: Br[C:2]1[CH:7]=[CH:6][C:5]([C:8]2[N:12]([CH2:13][C@@H:14]3[CH2:18][CH2:17][N:16]([C:19]([CH:21]4[CH2:23][CH2:22]4)=[O:20])[CH2:15]3)[C:11]3[CH:24]=[CH:25][C:26]([C:28]([F:31])([F:30])[F:29])=[CH:27][C:10]=3[N:9]=2)=[CH:4][CH:3]=1.C([O-])(=O)C.[K+].CC1(C)C(C)(C)OB(B2OC(C)(C)C(C)(C)O2)O1.Br[C:56]1[CH:57]=[C:58]2[C:62](=[CH:63][CH:64]=1)[NH:61][C:60]([CH3:65])=[CH:59]2.C(=O)([O-])[O-].[K+].[K+].